Task: Predict the product of the given reaction.. Dataset: Forward reaction prediction with 1.9M reactions from USPTO patents (1976-2016) (1) Given the reactants [C:1]([O:5][C:6]([N:8]1[CH2:12][CH2:11][CH2:10][C@H:9]1[CH2:13][O:14][C:15]1[CH:20]=[CH:19][C:18]([N+:21]([O-])=O)=[C:17]([O:24][CH3:25])[N:16]=1)=[O:7])([CH3:4])([CH3:3])[CH3:2], predict the reaction product. The product is: [C:1]([O:5][C:6]([N:8]1[CH2:12][CH2:11][CH2:10][C@H:9]1[CH2:13][O:14][C:15]1[CH:20]=[CH:19][C:18]([NH2:21])=[C:17]([O:24][CH3:25])[N:16]=1)=[O:7])([CH3:4])([CH3:3])[CH3:2]. (2) Given the reactants [S:1]1[CH:5]=[CH:4][N:3]=[C:2]1[N:6]1[CH2:11][CH2:10][NH:9][CH2:8][CH2:7]1.Cl[CH:13]([C:15]1[CH:20]=[CH:19][C:18]([CH2:21][NH:22][C:23](=[O:25])[CH3:24])=[CH:17][CH:16]=1)[CH3:14], predict the reaction product. The product is: [S:1]1[CH:5]=[CH:4][N:3]=[C:2]1[N:6]1[CH2:7][CH2:8][N:9]([CH:13]([C:15]2[CH:20]=[CH:19][C:18]([CH2:21][NH:22][C:23](=[O:25])[CH3:24])=[CH:17][CH:16]=2)[CH3:14])[CH2:10][CH2:11]1. (3) Given the reactants [O:1]=[S:2]1(=[O:24])[CH2:7][CH2:6][N:5]([C:8]2[C:13]([F:14])=[CH:12][C:11]([NH:15]C(=O)OCC(C)C)=[CH:10][C:9]=2[F:23])[CH2:4][CH2:3]1.[CH3:25][C:26]([CH3:29])([O-:28])[CH3:27].[Li+:30].CO.[C:33]([O:36][C@H:37]([CH2:43]Cl)[CH2:38][NH:39][C:40](=[O:42])[CH3:41])(=[O:35])C.C(O)(=O)C, predict the reaction product. The product is: [CH3:25][C:26]([CH3:29])([O-:28])[CH3:27].[Li+:30].[O:24]=[S:2]1(=[O:1])[CH2:7][CH2:6][N:5]([C:8]2[C:13]([F:14])=[CH:12][C:11]([N:15]3[CH2:43][C@H:37]([CH2:38][NH:39][C:40](=[O:42])[CH3:41])[O:36][C:33]3=[O:35])=[CH:10][C:9]=2[F:23])[CH2:4][CH2:3]1. (4) Given the reactants Cl.[NH:2]([C:4]1[CH:5]=[C:6]([CH:10]=[CH:11][CH:12]=1)[C:7]([OH:9])=[O:8])N.[CH2:13]([CH2:20][C:21](=O)[CH3:22])[C:14]1[CH:19]=[CH:18][CH:17]=[CH:16][CH:15]=1.S(=O)(=O)(O)O.[CH2:29](O)[CH3:30], predict the reaction product. The product is: [CH2:13]([C:20]1[C:12]2[C:4](=[CH:5][C:6]([C:7]([O:9][CH2:29][CH3:30])=[O:8])=[CH:10][CH:11]=2)[NH:2][C:21]=1[CH3:22])[C:14]1[CH:19]=[CH:18][CH:17]=[CH:16][CH:15]=1. (5) The product is: [Cl:1][C:2]1[C:7]2[N:8]=[C:9](/[CH:13]=[N:21]/[S:19]([C:16]([CH3:18])([CH3:17])[CH3:15])=[O:20])[N:10]([CH2:11][CH3:12])[C:6]=2[CH:5]=[CH:4][N:3]=1. Given the reactants [Cl:1][C:2]1[C:7]2[N:8]=[C:9]([CH:13]=O)[N:10]([CH2:11][CH3:12])[C:6]=2[CH:5]=[CH:4][N:3]=1.[CH3:15][C:16]([S:19]([NH2:21])=[O:20])([CH3:18])[CH3:17], predict the reaction product. (6) The product is: [NH2:23][C:21]1[N:22]=[C:17]([NH:16][S:12]([C:9]2[CH:10]=[CH:11][C:6]([O:1][CH2:2][CH2:3][CH2:4][CH3:5])=[CH:7][CH:8]=2)(=[O:14])=[O:13])[CH:18]=[CH:19][CH:20]=1. Given the reactants [O:1]([C:6]1[CH:11]=[CH:10][C:9]([S:12](Cl)(=[O:14])=[O:13])=[CH:8][CH:7]=1)[CH2:2][CH2:3][CH2:4][CH3:5].[NH2:16][C:17]1[N:22]=[C:21]([NH:23]C(=O)OC(C)(C)C)[CH:20]=[CH:19][CH:18]=1.FC(F)(F)C(O)=O, predict the reaction product. (7) Given the reactants [N:1]1([C:6]([N:8]2[CH2:17][CH2:16][C:15]3[N:14]=[CH:13][C:12]([C:18]([F:21])([F:20])[F:19])=[CH:11][C:10]=3[CH2:9]2)=[O:7])[CH:5]=[CH:4][N:3]=[CH:2]1.[CH3:22][I:23], predict the reaction product. The product is: [I-:23].[CH3:22][N+:3]1[CH:4]=[CH:5][N:1]([C:6]([N:8]2[CH2:17][CH2:16][C:15]3[N:14]=[CH:13][C:12]([C:18]([F:20])([F:21])[F:19])=[CH:11][C:10]=3[CH2:9]2)=[O:7])[CH:2]=1. (8) Given the reactants [CH3:1][NH:2][CH2:3][C:4]1[CH:9]=[CH:8][C:7]([C:10]2[CH:15]=[C:14]([CH3:16])[CH:13]=[CH:12][C:11]=2[CH3:17])=[CH:6][CH:5]=1.[F:18][C:19]1[CH:29]=[C:28]([N+:30]([O-:32])=[O:31])[CH:27]=[CH:26][C:20]=1[O:21][CH2:22][CH:23]1[CH2:25][O:24]1, predict the reaction product. The product is: [CH3:17][C:11]1[CH:12]=[CH:13][C:14]([CH3:16])=[CH:15][C:10]=1[C:7]1[CH:8]=[CH:9][C:4]([CH2:3][N:2]([CH3:1])[CH2:25][CH:23]([OH:24])[CH2:22][O:21][C:20]2[CH:26]=[CH:27][C:28]([N+:30]([O-:32])=[O:31])=[CH:29][C:19]=2[F:18])=[CH:5][CH:6]=1.